The task is: Predict which catalyst facilitates the given reaction.. This data is from Catalyst prediction with 721,799 reactions and 888 catalyst types from USPTO. (1) Reactant: [C:1](#[N:3])[CH3:2].F[C:5](F)(F)[C:6](O)=O.[Br:11][C:12]1[C:20]2[NH:19][C:18]3[CH:21]4CCN([CH2:25][C:17]=3[C:16]=2[CH:15]=[CH:14][CH:13]=1)CC4. Product: [Br:11][C:12]1[CH:13]=[CH:14][CH:15]=[C:16]2[C:20]=1[NH:19][C:18]1[CH2:21][N:3]3[CH2:6][CH2:5][CH:25]([C:17]2=1)[CH2:2][CH2:1]3. The catalyst class is: 6. (2) Reactant: [Cl:1][C:2]1[C:10]2[CH:9]=[C:8]([C:11]([OH:13])=O)[S:7][C:6]=2[CH:5]=[CH:4][CH:3]=1.C(Cl)(=O)C(Cl)=O.[C:20]([O:24][C:25]([N:27]1[CH2:32][CH2:31][N:30]([C:33]2[CH:38]=[CH:37][C:36]([NH2:39])=[CH:35][N:34]=2)[CH2:29][CH2:28]1)=[O:26])([CH3:23])([CH3:22])[CH3:21].C(N(CC)CC)C. Product: [C:20]([O:24][C:25]([N:27]1[CH2:32][CH2:31][N:30]([C:33]2[CH:38]=[CH:37][C:36]([NH:39][C:11]([C:8]3[S:7][C:6]4[CH:5]=[CH:4][CH:3]=[C:2]([Cl:1])[C:10]=4[CH:9]=3)=[O:13])=[CH:35][N:34]=2)[CH2:29][CH2:28]1)=[O:26])([CH3:23])([CH3:21])[CH3:22]. The catalyst class is: 139. (3) Reactant: [CH2:1]([CH:8]1[CH2:13][CH2:12][NH:11][CH2:10][CH2:9]1)[C:2]1[CH:7]=[CH:6][CH:5]=[CH:4][CH:3]=1.[C:14](O[C:14]([O:16][C:17]([CH3:20])([CH3:19])[CH3:18])=[O:15])([O:16][C:17]([CH3:20])([CH3:19])[CH3:18])=[O:15]. Product: [C:17]([O:16][C:14]([N:11]1[CH2:12][CH2:13][CH:8]([CH2:1][C:2]2[CH:7]=[CH:6][CH:5]=[CH:4][CH:3]=2)[CH2:9][CH2:10]1)=[O:15])([CH3:20])([CH3:19])[CH3:18]. The catalyst class is: 1. (4) Reactant: [C:1]([C:3]1[CH:8]=[CH:7][C:6]([C:9]2[CH:10]=[C:11]3[C:15](=[C:16]([CH2:18][O:19][CH2:20][C:21]4([C:34]5[CH:39]=[CH:38][CH:37]=[CH:36][CH:35]=5)[CH2:26][CH2:25][N:24](C(OC(C)(C)C)=O)[CH2:23][CH2:22]4)[CH:17]=2)[N:14]([CH3:40])[N:13]=[CH:12]3)=[CH:5][CH:4]=1)#[N:2]. Product: [CH3:40][N:14]1[C:15]2[C:11](=[CH:10][C:9]([C:6]3[CH:5]=[CH:4][C:3]([C:1]#[N:2])=[CH:8][CH:7]=3)=[CH:17][C:16]=2[CH2:18][O:19][CH2:20][C:21]2([C:34]3[CH:39]=[CH:38][CH:37]=[CH:36][CH:35]=3)[CH2:22][CH2:23][NH:24][CH2:25][CH2:26]2)[CH:12]=[N:13]1. The catalyst class is: 55. (5) Reactant: [CH3:1][O:2][C:3]1[CH:4]=[C:5]([OH:13])[C:6](=[CH:11][CH:12]=1)[C:7]([O:9][CH3:10])=[O:8].[C:14]([O:18][C:19]([NH:21][CH2:22][CH2:23][CH2:24]Br)=[O:20])([CH3:17])([CH3:16])[CH3:15].[I-].[K+]. Product: [C:14]([O:18][C:19]([NH:21][CH2:22][CH2:23][CH2:24][O:13][C:5]1[CH:4]=[C:3]([O:2][CH3:1])[CH:12]=[CH:11][C:6]=1[C:7]([O:9][CH3:10])=[O:8])=[O:20])([CH3:17])([CH3:16])[CH3:15]. The catalyst class is: 35. (6) Reactant: [CH2:1]([O:8][C@@H:9]1[C@@H:14]([O:15][CH2:16][C:17]2[CH:22]=[CH:21][CH:20]=[CH:19][CH:18]=2)[C@H:13]([O:23][CH2:24][C:25]2[CH:30]=[CH:29][CH:28]=[CH:27][CH:26]=2)[C@@H:12]([CH2:31][O:32][CH2:33][C:34]2[CH:39]=[CH:38][CH:37]=[CH:36][CH:35]=2)[O:11][C@H:10]1[C:40]1[C:48]2[C:43](=[C:44]([Cl:49])[CH:45]=[CH:46][CH:47]=2)[N:42]([CH2:50][C:51]2[CH:56]=[CH:55][C:54]([CH2:57][CH2:58][OH:59])=[CH:53][CH:52]=2)[CH:41]=1)[C:2]1[CH:7]=[CH:6][CH:5]=[CH:4][CH:3]=1.[H-].[Na+].[CH3:62]I.O. Product: [CH2:1]([O:8][C@@H:9]1[C@@H:14]([O:15][CH2:16][C:17]2[CH:22]=[CH:21][CH:20]=[CH:19][CH:18]=2)[C@H:13]([O:23][CH2:24][C:25]2[CH:30]=[CH:29][CH:28]=[CH:27][CH:26]=2)[C@@H:12]([CH2:31][O:32][CH2:33][C:34]2[CH:39]=[CH:38][CH:37]=[CH:36][CH:35]=2)[O:11][C@H:10]1[C:40]1[C:48]2[C:43](=[C:44]([Cl:49])[CH:45]=[CH:46][CH:47]=2)[N:42]([CH2:50][C:51]2[CH:56]=[CH:55][C:54]([CH2:57][CH2:58][O:59][CH3:62])=[CH:53][CH:52]=2)[CH:41]=1)[C:2]1[CH:3]=[CH:4][CH:5]=[CH:6][CH:7]=1. The catalyst class is: 348. (7) Product: [CH:40]([NH:35][CH2:2][CH2:3][O:4][C:5]1[C:10]([C:11]2[CH:12]=[CH:13][C:14]([S:17]([CH3:19])=[O:18])=[CH:15][CH:16]=2)=[CH:9][C:8]([C:20]2[NH:29][C:28](=[O:30])[C:27]3[C:22](=[CH:23][C:24]([O:33][CH3:34])=[CH:25][C:26]=3[O:31][CH3:32])[N:21]=2)=[CH:7][CH:6]=1)([CH3:39])[CH3:41]. Reactant: O[CH2:2][CH2:3][O:4][C:5]1[C:10]([C:11]2[CH:16]=[CH:15][C:14]([S:17]([CH3:19])=[O:18])=[CH:13][CH:12]=2)=[CH:9][C:8]([C:20]2[NH:29][C:28](=[O:30])[C:27]3[C:22](=[CH:23][C:24]([O:33][CH3:34])=[CH:25][C:26]=3[O:31][CH3:32])[N:21]=2)=[CH:7][CH:6]=1.[N:35]1[CH:40]=[CH:39]C=CC=1.[CH3:41]S(Cl)(=O)=O. The catalyst class is: 61.